This data is from HIV replication inhibition screening data with 41,000+ compounds from the AIDS Antiviral Screen. The task is: Binary Classification. Given a drug SMILES string, predict its activity (active/inactive) in a high-throughput screening assay against a specified biological target. (1) The molecule is O=C1c2ccccc2C(Br)(Br)c2ccccc21. The result is 0 (inactive). (2) The molecule is O=c1[nH]c2cc3[nH]c4ncccc4c(=O)c3cc2[nH]1. The result is 0 (inactive). (3) The drug is CN(CCO)CCN1c2ccccc2Sc2ccccc21. The result is 0 (inactive). (4) The result is 0 (inactive). The drug is COc1ccc2c(c1)c1c3n2CCNN=C3CCC1.